From a dataset of Catalyst prediction with 721,799 reactions and 888 catalyst types from USPTO. Predict which catalyst facilitates the given reaction. (1) Reactant: [C:9](O[C:9]([O:11][C:12]([CH3:15])([CH3:14])[CH3:13])=[O:10])([O:11][C:12]([CH3:15])([CH3:14])[CH3:13])=[O:10].C[O:17][C:18](=[O:38])[CH2:19][CH2:20][NH:21][CH:22]1[CH2:27][CH2:26][N:25]([C:28]([O:30][CH2:31][C:32]2[CH:37]=[CH:36][CH:35]=[CH:34][CH:33]=2)=[O:29])[CH2:24][CH2:23]1. Product: [CH2:31]([O:30][C:28]([N:25]1[CH2:26][CH2:27][CH:22]([N:21]([C:9]([O:11][C:12]([CH3:13])([CH3:14])[CH3:15])=[O:10])[CH2:20][CH2:19][C:18]([OH:38])=[O:17])[CH2:23][CH2:24]1)=[O:29])[C:32]1[CH:37]=[CH:36][CH:35]=[CH:34][CH:33]=1. The catalyst class is: 8. (2) Reactant: [CH2:1]([O:8][C:9]([N:11]1[CH:16]([C:17]([F:20])([F:19])[F:18])[CH2:15][CH2:14][CH:13]([C:21](O)=[O:22])[CH2:12]1)=[O:10])[C:2]1[CH:7]=[CH:6][CH:5]=[CH:4][CH:3]=1.CCN(CC)CC.[Cl:31][C:32]1[C:33]([CH2:38][NH2:39])=[N:34][CH:35]=[CH:36][N:37]=1.CN(C(ON1N=NC2C=CC=NC1=2)=[N+](C)C)C.F[P-](F)(F)(F)(F)F. Product: [Cl:31][C:32]1[C:33]([CH2:38][NH:39][C:21]([CH:13]2[CH2:12][N:11]([C:9]([O:8][CH2:1][C:2]3[CH:3]=[CH:4][CH:5]=[CH:6][CH:7]=3)=[O:10])[CH:16]([C:17]([F:18])([F:20])[F:19])[CH2:15][CH2:14]2)=[O:22])=[N:34][CH:35]=[CH:36][N:37]=1. The catalyst class is: 34. (3) Reactant: [H-].[Al+3].[Li+].[H-].[H-].[H-].[C:7](OC)(=[O:19])[CH2:8][CH2:9][CH2:10][CH2:11][CH2:12][CH2:13][CH2:14][CH:15]=[CH:16][CH2:17][CH3:18]. Product: [CH2:7]([OH:19])[CH2:8][CH2:9][CH2:10][CH2:11][CH2:12][CH2:13][CH2:14][CH:15]=[CH:16][CH2:17][CH3:18]. The catalyst class is: 7. (4) The catalyst class is: 1. Product: [C:1]1([CH:7]([C:14]2[C:22]3[C:17](=[CH:18][C:19]([O:23][CH2:24][CH2:25][CH2:26][N:34]([C:35]4[CH:40]=[CH:39][CH:38]=[CH:37][N:36]=4)[C:32]([O:31][CH2:30][C:29]([Cl:28])([Cl:41])[Cl:42])=[O:33])=[CH:20][CH:21]=3)[NH:16][CH:15]=2)[CH2:8][C:9]([O:11][CH2:12][CH3:13])=[O:10])[CH:6]=[CH:5][CH:4]=[CH:3][CH:2]=1. Reactant: [C:1]1([CH:7]([C:14]2[C:22]3[C:17](=[CH:18][C:19]([O:23][CH2:24][CH2:25][CH2:26]O)=[CH:20][CH:21]=3)[NH:16][CH:15]=2)[CH2:8][C:9]([O:11][CH2:12][CH3:13])=[O:10])[CH:6]=[CH:5][CH:4]=[CH:3][CH:2]=1.[Cl:28][C:29]([Cl:42])([Cl:41])[CH2:30][O:31][C:32]([NH:34][C:35]1[CH:40]=[CH:39][CH:38]=[CH:37][N:36]=1)=[O:33].C1(P(C2C=CC=CC=2)C2C=CC=CC=2)C=CC=CC=1.C(OC(N=NC(OCC)=O)=O)C. (5) Reactant: [CH3:1][O:2][C:3]1[CH:8]=[CH:7][C:6]([N:9](S(C2C=CC=CC=2[N+]([O-])=O)(=O)=O)[CH2:10][CH2:11][C:12]2[CH:31]=[CH:30][C:15]([CH2:16][N:17]3[CH2:22][CH2:21][N:20]([C:23]([O:25][C:26]([CH3:29])([CH3:28])[CH3:27])=[O:24])[CH2:19][CH2:18]3)=[CH:14][CH:13]=2)=[CH:5][CH:4]=1.SCC(O)=O.[Li+].[OH-]. Product: [CH3:1][O:2][C:3]1[CH:4]=[CH:5][C:6]([NH:9][CH2:10][CH2:11][C:12]2[CH:31]=[CH:30][C:15]([CH2:16][N:17]3[CH2:22][CH2:21][N:20]([C:23]([O:25][C:26]([CH3:27])([CH3:28])[CH3:29])=[O:24])[CH2:19][CH2:18]3)=[CH:14][CH:13]=2)=[CH:7][CH:8]=1. The catalyst class is: 18. (6) Reactant: [CH2:16]1[C:17](=O)[N:12](OC(O[N:12]2[C:17](=O)[CH2:16][CH2:15][C:13]2=[O:14])=O)[C:13](=[O:14])[CH2:15]1.[C:19](=[N:32][NH2:33])([C:26]1[CH:31]=[CH:30][CH:29]=[CH:28][CH:27]=1)[C:20]1[CH:25]=[CH:24][CH:23]=[CH:22][CH:21]=1.[C:34]([O:38][C:39](=[O:52])[C@H:40]([CH2:45][C:46]1[CH:51]=[CH:50][CH:49]=[CH:48][CH:47]=1)NCC#C)([CH3:37])([CH3:36])[CH3:35].CCN(C(C)C)C(C)C. Product: [C:34]([O:38][C:39](=[O:52])[C@H:40]([CH2:45][C:46]1[CH:47]=[CH:48][CH:49]=[CH:50][CH:51]=1)[N:12]([C:13](=[O:14])[NH:33][N:32]=[C:19]([C:26]1[CH:27]=[CH:28][CH:29]=[CH:30][CH:31]=1)[C:20]1[CH:25]=[CH:24][CH:23]=[CH:22][CH:21]=1)[CH2:17][C:16]#[CH:15])([CH3:37])([CH3:35])[CH3:36]. The catalyst class is: 59. (7) Reactant: C(OC([N:8]1[CH2:11][CH:10]([O:12][CH2:13][C@@H:14]2[CH2:19][CH2:18][N:17]([C:20]([O:22][C:23]3([CH3:26])[CH2:25][CH2:24]3)=[O:21])[CH2:16][C@@H:15]2[O:27][CH3:28])[CH2:9]1)=O)(C)(C)C.[ClH:29].C(OCC)C. Product: [ClH:29].[NH:8]1[CH2:11][CH:10]([O:12][CH2:13][C@@H:14]2[CH2:19][CH2:18][N:17]([C:20]([O:22][C:23]3([CH3:26])[CH2:25][CH2:24]3)=[O:21])[CH2:16][C@@H:15]2[O:27][CH3:28])[CH2:9]1. The catalyst class is: 4. (8) Reactant: I[C:2]1[CH:7]=[CH:6][C:5]([C:8]2[N:9]([C:19]3[CH:20]=[N:21][CH:22]=[CH:23][CH:24]=3)[CH:10]=[C:11]([C:13]3[CH:18]=[CH:17][CH:16]=[CH:15][N:14]=3)[N:12]=2)=[CH:4][CH:3]=1.[NH:25]1[C:33]2[C:28](=[CH:29][CH:30]=[CH:31][CH:32]=2)[CH:27]=[N:26]1.[O-]P([O-])([O-])=O.[K+].[K+].[K+].[C@@H]1(N)CCCC[C@H]1N. Product: [N:14]1[CH:15]=[CH:16][CH:17]=[CH:18][C:13]=1[C:11]1[N:12]=[C:8]([C:5]2[CH:6]=[CH:7][C:2]([N:25]3[C:33]4[C:28](=[CH:29][CH:30]=[CH:31][CH:32]=4)[CH:27]=[N:26]3)=[CH:3][CH:4]=2)[N:9]([C:19]2[CH:20]=[N:21][CH:22]=[CH:23][CH:24]=2)[CH:10]=1. The catalyst class is: 12. (9) Reactant: [NH2:1][C@H:2]1[C:7]([F:9])([F:8])[CH2:6][CH2:5][CH2:4][C@H:3]1[NH:10][C:11]1[N:12]=[C:13](Cl)[C:14]([C:17]#[N:18])=[N:15][CH:16]=1.[C:20]([C:22]1[CH:28]=[CH:27][C:25]([NH2:26])=[CH:24][CH:23]=1)#[N:21].C([O-])([O-])=O.[K+].[K+].C1C=CC(P(C2C(C3C(P(C4C=CC=CC=4)C4C=CC=CC=4)=CC=C4C=3C=CC=C4)=C3C(C=CC=C3)=CC=2)C2C=CC=CC=2)=CC=1. Product: [NH2:1][C@H:2]1[C:7]([F:9])([F:8])[CH2:6][CH2:5][CH2:4][C@H:3]1[NH:10][C:11]1[N:12]=[C:13]([NH:26][C:25]2[CH:27]=[CH:28][C:22]([C:20]#[N:21])=[CH:23][CH:24]=2)[C:14]([C:17]#[N:18])=[N:15][CH:16]=1. The catalyst class is: 231.